Dataset: NCI-60 drug combinations with 297,098 pairs across 59 cell lines. Task: Regression. Given two drug SMILES strings and cell line genomic features, predict the synergy score measuring deviation from expected non-interaction effect. (1) Drug 1: C1CC(=O)NC(=O)C1N2CC3=C(C2=O)C=CC=C3N. Drug 2: CC1=CC=C(C=C1)C2=CC(=NN2C3=CC=C(C=C3)S(=O)(=O)N)C(F)(F)F. Cell line: UACC-257. Synergy scores: CSS=2.65, Synergy_ZIP=-0.343, Synergy_Bliss=0.776, Synergy_Loewe=1.98, Synergy_HSA=1.25. (2) Drug 1: C1=CC(=C2C(=C1NCCNCCO)C(=O)C3=C(C=CC(=C3C2=O)O)O)NCCNCCO. Drug 2: C1C(C(OC1N2C=NC(=NC2=O)N)CO)O. Cell line: HL-60(TB). Synergy scores: CSS=71.5, Synergy_ZIP=-0.723, Synergy_Bliss=-1.25, Synergy_Loewe=0.685, Synergy_HSA=2.97. (3) Synergy scores: CSS=19.8, Synergy_ZIP=-9.79, Synergy_Bliss=-1.79, Synergy_Loewe=-1.35, Synergy_HSA=-0.241. Drug 1: CN1CCC(CC1)COC2=C(C=C3C(=C2)N=CN=C3NC4=C(C=C(C=C4)Br)F)OC. Cell line: LOX IMVI. Drug 2: CCC1(C2=C(COC1=O)C(=O)N3CC4=CC5=C(C=CC(=C5CN(C)C)O)N=C4C3=C2)O.Cl. (4) Drug 1: C1=CC(=C2C(=C1NCCNCCO)C(=O)C3=C(C=CC(=C3C2=O)O)O)NCCNCCO. Drug 2: C1CN(CCN1C(=O)CCBr)C(=O)CCBr. Cell line: RPMI-8226. Synergy scores: CSS=56.2, Synergy_ZIP=2.48, Synergy_Bliss=3.03, Synergy_Loewe=-5.87, Synergy_HSA=5.29.